This data is from Catalyst prediction with 721,799 reactions and 888 catalyst types from USPTO. The task is: Predict which catalyst facilitates the given reaction. (1) Reactant: [CH2:1]([O:3][CH:4]([O:6][C:7]1[CH:12]=[CH:11][CH:10]=[C:9]([O:13][CH3:14])[CH:8]=1)[CH3:5])[CH3:2].C([Li])CCC.Br[CH2:21][C:22]([O:24][CH2:25][CH3:26])=[O:23].C(N(CC)C(C)C)(C)C. Product: [CH2:1]([O:3][CH:4]([O:6][C:7]1[CH:12]=[CH:11][CH:10]=[C:9]([O:13][CH3:14])[C:8]=1[CH2:21][C:22]([O:24][CH2:25][CH3:26])=[O:23])[CH3:5])[CH3:2]. The catalyst class is: 205. (2) Reactant: [CH3:1][N:2]([CH3:34])[CH2:3][CH2:4][N:5]([CH3:33])[C:6]([C:8]1[S:20][C:19]2[C:18]3[CH:17]=[CH:16][CH:15]=[CH:14][C:13]=3[N:12]([CH2:21][C:22](=[O:29])[C:23]3[CH:28]=[CH:27][CH:26]=[CH:25][CH:24]=3)[C:11](=[O:30])[C:10]=2[C:9]=1[O:31][CH3:32])=[O:7].C(OC(=O)C)C.[ClH:41]. Product: [ClH:41].[CH3:1][N:2]([CH3:34])[CH2:3][CH2:4][N:5]([CH3:33])[C:6]([C:8]1[S:20][C:19]2[C:18]3[CH:17]=[CH:16][CH:15]=[CH:14][C:13]=3[N:12]([CH2:21][C:22](=[O:29])[C:23]3[CH:28]=[CH:27][CH:26]=[CH:25][CH:24]=3)[C:11](=[O:30])[C:10]=2[C:9]=1[O:31][CH3:32])=[O:7]. The catalyst class is: 13. (3) Reactant: C(OC[O:5][CH:6]1[CH2:23][CH:22]2[CH:8]([C:9](=[O:36])[N:10]([CH3:35])[CH2:11][CH2:12][CH2:13][CH2:14][CH:15]=[CH:16][CH:17]3[C:19]([C:25]([NH:27][S:28]([C:31]4([CH3:34])[CH2:33][CH2:32]4)(=[O:30])=[O:29])=[O:26])([NH:20][C:21]2=[O:24])[CH2:18]3)[CH2:7]1)C.Cl.C(=O)([O-])O.[Na+]. Product: [OH:5][CH:6]1[CH2:23][CH:22]2[CH:8]([C:9](=[O:36])[N:10]([CH3:35])[CH2:11][CH2:12][CH2:13][CH2:14][CH:15]=[CH:16][CH:17]3[C:19]([C:25]([NH:27][S:28]([C:31]4([CH3:34])[CH2:33][CH2:32]4)(=[O:30])=[O:29])=[O:26])([NH:20][C:21]2=[O:24])[CH2:18]3)[CH2:7]1. The catalyst class is: 87. (4) Reactant: [K].[CH3:2][O:3][C:4](=[O:17])[C:5]([O-])=[CH:6][C:7]1[CH:12]=[CH:11][N:10]=[CH:9][C:8]=1[N+:13]([O-])=O. The catalyst class is: 331. Product: [NH:13]1[C:8]2=[CH:9][N:10]=[CH:11][CH:12]=[C:7]2[CH:6]=[C:5]1[C:4]([O:3][CH3:2])=[O:17]. (5) Reactant: F[C:2]1[CH:9]=[CH:8][C:5]([C:6]#[N:7])=[C:4]([C:10]([F:13])([F:12])[F:11])[CH:3]=1.[F:14][C:15]([F:20])([F:19])[CH2:16][CH2:17][NH2:18].CCN(C(C)C)C(C)C. Product: [F:11][C:10]([F:13])([F:12])[C:4]1[CH:3]=[C:2]([NH:18][CH2:17][CH2:16][C:15]([F:20])([F:19])[F:14])[CH:9]=[CH:8][C:5]=1[C:6]#[N:7]. The catalyst class is: 16.